From a dataset of Full USPTO retrosynthesis dataset with 1.9M reactions from patents (1976-2016). Predict the reactants needed to synthesize the given product. (1) Given the product [C:1]([C:3](=[N:15][O:16][CH2:17][CH2:18][CH3:19])[C:4]([N:10]1[CH:14]=[N:13][CH:12]=[N:11]1)=[N:5][O:6][CH2:7][CH2:8][CH3:9])(=[O:21])[NH2:2], predict the reactants needed to synthesize it. The reactants are: [C:1]([C:3](=[N:15][O:16][CH2:17][CH2:18][CH3:19])[C:4]([N:10]1[CH:14]=[N:13][CH:12]=[N:11]1)=[N:5][O:6][CH2:7][CH2:8][CH3:9])#[N:2].C(=O)([O-])[O-:21].[K+].[K+].OO.S([O-])([O-])(=S)=S.[Na+].[Na+]. (2) Given the product [Cl:1][C:2]1[C:7]([O:8][CH3:9])=[CH:6][C:5]([O:10][CH3:11])=[C:4]([Cl:12])[C:3]=1[C:13]1[N:18]=[CH:17][C:16]2[C:19]([C:31]3[CH:40]=[CH:39][C:34]4[C:35](=[O:38])[O:36][CH2:37][C:33]=4[CH:32]=3)=[N:20][NH:21][C:15]=2[CH:14]=1, predict the reactants needed to synthesize it. The reactants are: [Cl:1][C:2]1[C:7]([O:8][CH3:9])=[CH:6][C:5]([O:10][CH3:11])=[C:4]([Cl:12])[C:3]=1[C:13]1[N:18]=[CH:17][C:16]2[C:19](I)=[N:20][NH:21][C:15]=2[CH:14]=1.CC1(C)C(C)(C)OB([C:31]2[CH:40]=[CH:39][C:34]3[C:35](=[O:38])[O:36][CH2:37][C:33]=3[CH:32]=2)O1.